From a dataset of Forward reaction prediction with 1.9M reactions from USPTO patents (1976-2016). Predict the product of the given reaction. (1) Given the reactants F[C:2]1[CH:7]=[CH:6][C:5]([S:8]([CH3:11])(=[O:10])=[O:9])=[CH:4][C:3]=1[N+:12]([O-:14])=[O:13].[CH3:15][C:16]([OH:20])([CH2:18][NH2:19])[CH3:17].C(N(C(C)C)CC)(C)C, predict the reaction product. The product is: [CH3:15][C:16]([OH:20])([CH3:17])[CH2:18][NH:19][C:2]1[CH:7]=[CH:6][C:5]([S:8]([CH3:11])(=[O:10])=[O:9])=[CH:4][C:3]=1[N+:12]([O-:14])=[O:13]. (2) Given the reactants [C:1]([NH:18][C:19]1([C:28]([OH:30])=O)[CH2:27][C:26]2[C:21](=[CH:22][CH:23]=[CH:24][CH:25]=2)[CH2:20]1)([O:3]CC1C2C(=CC=CC=2)C2C1=CC=CC=2)=O.CCN=C=NCCCN(C)C.Cl.C(OC([NH:50][C:51](=[NH:65])[N:52](C(OC(C)(C)C)=O)[CH2:53][CH2:54][CH2:55][CH2:56][NH2:57])=O)(C)(C)C.NCC1CCNCC1.C1(=O)[O:80][C:78](=[O:79])[CH2:77][CH2:76][CH2:75]1.C(O)(C(F)(F)F)=O, predict the reaction product. The product is: [NH:52]([CH2:53][CH2:54][CH2:55][CH2:56][NH:57][C:28]([C:19]1([NH:18][C:1]([CH2:75][CH2:76][CH2:77][C:78]([OH:80])=[O:79])=[O:3])[CH2:20][C:21]2[C:26](=[CH:25][CH:24]=[CH:23][CH:22]=2)[CH2:27]1)=[O:30])[C:51]([NH2:50])=[NH:65]. (3) Given the reactants [CH3:1][O:2][C:3](=[O:36])[C:4]([O:7][C:8]1[CH:13]=[CH:12][C:11]([CH2:14][CH2:15][CH2:16][CH:17]2[CH2:21][N:20](CC3C=CC(C(C)(C)C)=CC=3)[C:19](=[O:33])[N:18]2[CH3:34])=[CH:10][C:9]=1[CH3:35])([CH3:6])[CH3:5], predict the reaction product. The product is: [CH3:1][O:2][C:3](=[O:36])[C:4]([CH3:5])([O:7][C:8]1[CH:13]=[CH:12][C:11]([CH2:14][CH2:15][CH2:16][CH:17]2[CH2:21][NH:20][C:19](=[O:33])[N:18]2[CH3:34])=[CH:10][C:9]=1[CH3:35])[CH3:6]. (4) The product is: [Cl:1][C:2]1[C:7]2[N:8]([CH2:11][C:12]([OH:17])=[O:13])[CH:9]=[N:10][C:6]=2[CH:5]=[CH:4][C:3]=1[F:14]. Given the reactants [Cl:1][C:2]1[C:7]2[N:8]([CH2:11][CH2:12][OH:13])[CH:9]=[N:10][C:6]=2[CH:5]=[CH:4][C:3]=1[F:14].CC(O)=[O:17], predict the reaction product. (5) Given the reactants [CH:1]([C:4]1[CH:9]=[CH:8][C:7]([S:10]([C:13]2[CH:18]=[CH:17][CH:16]=[CH:15][CH:14]=2)(=[O:12])=[O:11])=[CH:6][C:5]=1[S:19](Cl)(=[O:21])=[O:20])([CH3:3])[CH3:2].Cl.[NH2:24][CH:25]1[CH2:30][CH2:29][N:28]([C:31]([C:33]2[C:42]3[C:37](=[CH:38][CH:39]=[CH:40][CH:41]=3)[CH:36]=[CH:35][CH:34]=2)=[O:32])[CH2:27][CH2:26]1.C(N(C(C)C)CC)(C)C, predict the reaction product. The product is: [CH:1]([C:4]1[CH:9]=[CH:8][C:7]([S:10]([C:13]2[CH:18]=[CH:17][CH:16]=[CH:15][CH:14]=2)(=[O:12])=[O:11])=[CH:6][C:5]=1[S:19]([NH:24][CH:25]1[CH2:30][CH2:29][N:28]([C:31]([C:33]2[C:42]3[C:37](=[CH:38][CH:39]=[CH:40][CH:41]=3)[CH:36]=[CH:35][CH:34]=2)=[O:32])[CH2:27][CH2:26]1)(=[O:21])=[O:20])([CH3:3])[CH3:2]. (6) Given the reactants [Si:1]([O:18][CH2:19][C:20]1[C:21]([N:35]2[CH2:40][C@H:39]([CH3:41])[O:38][C@H:37]([CH3:42])[CH2:36]2)=[C:22]([F:34])[C:23]2[O:27][N:26]=[C:25]([C:28](OCC)=[O:29])[C:24]=2[CH:33]=1)([C:14]([CH3:17])([CH3:16])[CH3:15])([C:8]1[CH:13]=[CH:12][CH:11]=[CH:10][CH:9]=1)[C:2]1[CH:7]=[CH:6][CH:5]=[CH:4][CH:3]=1.Cl.[F:44][C:45]1([F:49])[CH2:48][NH:47][CH2:46]1, predict the reaction product. The product is: [Si:1]([O:18][CH2:19][C:20]1[C:21]([N:35]2[CH2:36][C@H:37]([CH3:42])[O:38][C@H:39]([CH3:41])[CH2:40]2)=[C:22]([F:34])[C:23]2[O:27][N:26]=[C:25]([C:28]([N:47]3[CH2:48][C:45]([F:49])([F:44])[CH2:46]3)=[O:29])[C:24]=2[CH:33]=1)([C:14]([CH3:16])([CH3:15])[CH3:17])([C:2]1[CH:3]=[CH:4][CH:5]=[CH:6][CH:7]=1)[C:8]1[CH:9]=[CH:10][CH:11]=[CH:12][CH:13]=1. (7) Given the reactants [NH2:1][C:2]1[C:7]2=[C:8](Br)[CH:9]=[C:10]([C:11]3([OH:24])[CH2:16][CH2:15][CH2:14][N:13]([C:17]([O:19][C:20]([CH3:23])([CH3:22])[CH3:21])=[O:18])[CH2:12]3)[N:6]2[N:5]=[CH:4][N:3]=1.[CH2:26]([N:33]1[CH:41]=[C:40]2[C:35]([CH:36]=[C:37](B3OC(C)(C)C(C)(C)O3)[CH:38]=[CH:39]2)=[N:34]1)[C:27]1[CH:32]=[CH:31][CH:30]=[CH:29][CH:28]=1.C([O-])([O-])=O.[Na+].[Na+].O, predict the reaction product. The product is: [NH2:1][C:2]1[C:7]2=[C:8]([C:37]3[CH:38]=[CH:39][C:40]4[C:35]([CH:36]=3)=[N:34][N:33]([CH2:26][C:27]3[CH:32]=[CH:31][CH:30]=[CH:29][CH:28]=3)[CH:41]=4)[CH:9]=[C:10]([C:11]3([OH:24])[CH2:16][CH2:15][CH2:14][N:13]([C:17]([O:19][C:20]([CH3:23])([CH3:22])[CH3:21])=[O:18])[CH2:12]3)[N:6]2[N:5]=[CH:4][N:3]=1.